This data is from Catalyst prediction with 721,799 reactions and 888 catalyst types from USPTO. The task is: Predict which catalyst facilitates the given reaction. (1) Reactant: [Br:1][C:2]1[CH:11]=[C:10]([Cl:12])[CH:9]=[CH:8][C:3]=1[C:4]([NH:6][NH2:7])=[O:5].[CH2:13]([N:16]=[C:17]=[O:18])[CH:14]=[CH2:15]. Product: [CH2:13]([NH:16][C:17]([NH:7][NH:6][C:4](=[O:5])[C:3]1[CH:8]=[CH:9][C:10]([Cl:12])=[CH:11][C:2]=1[Br:1])=[O:18])[CH:14]=[CH2:15]. The catalyst class is: 165. (2) Reactant: [C:1]1([C:11]([N:13]2[C:17](=[O:18])[C:16]([C:25]3[CH:30]=[CH:29][CH:28]=[CH:27][CH:26]=3)([C:19]3[CH:24]=[CH:23][CH:22]=[CH:21][CH:20]=3)[NH:15][C:14]2=[O:31])=[O:12])[C:10]2[C:5](=[CH:6][CH:7]=[CH:8][CH:9]=2)[CH:4]=[CH:3][CH:2]=1.[CH2:32](Br)[C:33]1[CH:38]=[CH:37][CH:36]=[CH:35][CH:34]=1.C(=O)([O-])[O-].[K+].[K+].C(OCC)(=O)C. Product: [CH2:32]([N:15]1[C:16]([C:19]2[CH:24]=[CH:23][CH:22]=[CH:21][CH:20]=2)([C:25]2[CH:30]=[CH:29][CH:28]=[CH:27][CH:26]=2)[C:17](=[O:18])[N:13]([C:11]([C:1]2[C:10]3[C:5](=[CH:6][CH:7]=[CH:8][CH:9]=3)[CH:4]=[CH:3][CH:2]=2)=[O:12])[C:14]1=[O:31])[C:33]1[CH:38]=[CH:37][CH:36]=[CH:35][CH:34]=1. The catalyst class is: 3. (3) Reactant: [OH:1][C:2]1[C:16]2[C:11](=[CH:12][CH:13]=[CH:14][CH:15]=2)[C:5]2([CH2:10][CH2:9][O:8][CH2:7][CH2:6]2)[C:4](=[O:17])[C:3]=1[C:18](OCC)=[O:19].C(N(C(C)C)C(C)C)C.Cl.[NH2:33][CH2:34][C:35]([O:37][C:38]([CH3:41])([CH3:40])[CH3:39])=[O:36]. Product: [OH:1][C:2]1[C:16]2[C:11](=[CH:12][CH:13]=[CH:14][CH:15]=2)[C:5]2([CH2:10][CH2:9][O:8][CH2:7][CH2:6]2)[C:4](=[O:17])[C:3]=1[C:18]([NH:33][CH2:34][C:35]([O:37][C:38]([CH3:41])([CH3:40])[CH3:39])=[O:36])=[O:19]. The catalyst class is: 225. (4) Reactant: F[C:2]1[CH:3]=[CH:4][CH:5]=[C:6]2[C:11]=1[CH:10]=[N:9][C:8]([OH:12])=[CH:7]2.[CH3:13][O-:14].[Na+]. Product: [CH3:13][O:14][C:2]1[CH:3]=[CH:4][CH:5]=[C:6]2[C:11]=1[CH:10]=[N:9][C:8]([OH:12])=[CH:7]2. The catalyst class is: 121. (5) Product: [N:62]([C@@H:47]1[C@H:46]([NH:45][C:9]([C:3]2[NH:4][C:5]([CH3:8])=[C:6]([Cl:7])[C:2]=2[Cl:1])=[O:11])[CH2:51][CH2:50][N:49]([C:52]([O:54][CH2:55][C:56]2[CH:61]=[CH:60][CH:59]=[CH:58][CH:57]=2)=[O:53])[CH2:48]1)=[N+:63]=[N-:64]. The catalyst class is: 31. Reactant: [Cl:1][C:2]1[C:6]([Cl:7])=[C:5]([CH3:8])[NH:4][C:3]=1[C:9]([OH:11])=O.CN(C(ON1N=NC2C=CC=NC1=2)=[N+](C)C)C.F[P-](F)(F)(F)(F)F.CCN(C(C)C)C(C)C.[NH2:45][C@@H:46]1[CH2:51][CH2:50][N:49]([C:52]([O:54][CH2:55][C:56]2[CH:61]=[CH:60][CH:59]=[CH:58][CH:57]=2)=[O:53])[CH2:48][C@@H:47]1[N:62]=[N+:63]=[N-:64].C1C=C2C(C(O)(O)C(=O)C2=CC=1)=O. (6) Reactant: [CH:1]1([CH2:4][NH:5][C:6](=[O:19])[NH:7][C:8]2[CH:18]=[CH:17][C:11]([C:12]([O:14]CC)=[O:13])=[CH:10][CH:9]=2)[CH2:3][CH2:2]1.[OH-].[Na+]. Product: [CH:1]1([CH2:4][NH:5][C:6](=[O:19])[NH:7][C:8]2[CH:9]=[CH:10][C:11]([C:12]([OH:14])=[O:13])=[CH:17][CH:18]=2)[CH2:2][CH2:3]1. The catalyst class is: 8. (7) Reactant: [CH3:1][O:2][C:3]([C:5]1[N:10]=[C:9]([C:11]([OH:13])=O)[CH:8]=[CH:7][CH:6]=1)=[O:4].CN(C(ON1N=NC2C=CC=CC1=2)=[N+](C)C)C.F[P-](F)(F)(F)(F)F.Cl.[NH2:39][CH2:40][C:41]1[C:46]([CH2:47][CH3:48])=[N:45][C:44]2[N:49]([CH2:52][CH3:53])[N:50]=[CH:51][C:43]=2[C:42]=1[NH:54][CH:55]1[CH2:60][CH2:59][O:58][CH2:57][CH2:56]1. Product: [CH2:52]([N:49]1[C:44]2=[N:45][C:46]([CH2:47][CH3:48])=[C:41]([CH2:40][NH:39][C:11]([C:9]3[N:10]=[C:5]([C:3]([O:2][CH3:1])=[O:4])[CH:6]=[CH:7][CH:8]=3)=[O:13])[C:42]([NH:54][CH:55]3[CH2:56][CH2:57][O:58][CH2:59][CH2:60]3)=[C:43]2[CH:51]=[N:50]1)[CH3:53]. The catalyst class is: 4. (8) Reactant: Cl[C:2]1[N:7]=[CH:6][C:5]([NH2:8])=[CH:4][C:3]=1[CH3:9].[Cl:10][C:11]1[CH:16]=[CH:15][C:14](B(O)O)=[CH:13][CH:12]=1.[O-]P([O-])([O-])=O.[K+].[K+].[K+]. Product: [Cl:10][C:11]1[CH:16]=[CH:15][C:14]([C:2]2[N:7]=[CH:6][C:5]([NH2:8])=[CH:4][C:3]=2[CH3:9])=[CH:13][CH:12]=1. The catalyst class is: 438. (9) Reactant: C(OC([N:8]1[CH2:12][CH2:11][C@@H:10]([O:13][CH2:14][C:15]2[CH:20]=[CH:19][C:18]([Cl:21])=[CH:17][CH:16]=2)[CH2:9]1)=O)(C)(C)C.FC(F)(F)C(O)=O. Product: [Cl:21][C:18]1[CH:19]=[CH:20][C:15]([CH2:14][O:13][C@@H:10]2[CH2:11][CH2:12][NH:8][CH2:9]2)=[CH:16][CH:17]=1. The catalyst class is: 4. (10) Reactant: [CH2:1]([O:8][C:9]([N:11]1[CH2:15][C:14](=[N:16][O:17][CH3:18])[CH:13]([CH2:19][N:20]=[N+]=[N-])[CH2:12]1)=[O:10])[C:2]1[CH:7]=[CH:6][CH:5]=[CH:4][CH:3]=1.C1C=CC(P(C2C=CC=CC=2)C2C=CC=CC=2)=CC=1.C1COCC1.O. Product: [CH2:1]([O:8][C:9]([N:11]1[CH2:15][C:14](=[N:16][O:17][CH3:18])[CH:13]([CH2:19][NH2:20])[CH2:12]1)=[O:10])[C:2]1[CH:7]=[CH:6][CH:5]=[CH:4][CH:3]=1. The catalyst class is: 1.